Dataset: Forward reaction prediction with 1.9M reactions from USPTO patents (1976-2016). Task: Predict the product of the given reaction. (1) Given the reactants [F:1][C:2]1[CH:30]=[CH:29][CH:28]=[CH:27][C:3]=1[CH2:4][N:5]1[C:9]2=[N:10][CH:11]=[CH:12][CH:13]=[C:8]2[C:7]([C:14]2[N:15]=[C:16](I)[C:17]3[C:22]([CH3:24])([CH3:23])[C:21](=[O:25])[NH:20][C:18]=3[N:19]=2)=[N:6]1.[NH2:31][C@H:32]1[CH2:37][CH2:36][C@H:35]([OH:38])[CH2:34][CH2:33]1, predict the reaction product. The product is: [F:1][C:2]1[CH:30]=[CH:29][CH:28]=[CH:27][C:3]=1[CH2:4][N:5]1[C:9]2=[N:10][CH:11]=[CH:12][CH:13]=[C:8]2[C:7]([C:14]2[N:15]=[C:16]([NH:31][C@H:32]3[CH2:37][CH2:36][C@H:35]([OH:38])[CH2:34][CH2:33]3)[C:17]3[C:22]([CH3:24])([CH3:23])[C:21](=[O:25])[NH:20][C:18]=3[N:19]=2)=[N:6]1. (2) Given the reactants [NH2:1][C:2]1[CH:7]=[C:6]([C:8]([F:11])([F:10])[CH3:9])[N:5]=[C:4]([C:12]([O:14]C)=[O:13])[C:3]=1[O:16][CH3:17].[OH-].[Na+].Cl, predict the reaction product. The product is: [NH2:1][C:2]1[CH:7]=[C:6]([C:8]([F:10])([F:11])[CH3:9])[N:5]=[C:4]([C:12]([OH:14])=[O:13])[C:3]=1[O:16][CH3:17]. (3) Given the reactants [CH:1]1([NH:4][C:5]2[S:9][C:8]([C:10]3[CH:11]=[N:12][CH:13]=[CH:14][CH:15]=3)=[N:7][CH:6]=2)[CH2:3][CH2:2]1.[Cl:16]N1C(=O)CCC1=O, predict the reaction product. The product is: [Cl:16][C:6]1[N:7]=[C:8]([C:10]2[CH:11]=[N:12][CH:13]=[CH:14][CH:15]=2)[S:9][C:5]=1[NH:4][CH:1]1[CH2:3][CH2:2]1. (4) The product is: [NH2:1][C:2]1[N:3]=[C:4]([S:11][CH3:12])[C:5]([C:9]#[N:10])=[C:6]([S:8][CH3:13])[N:7]=1. Given the reactants [NH2:1][C:2]1[N:7]=[C:6]([SH:8])[C:5]([C:9]#[N:10])=[C:4]([S:11][CH3:12])[N:3]=1.[CH3:13]I, predict the reaction product.